This data is from Catalyst prediction with 721,799 reactions and 888 catalyst types from USPTO. The task is: Predict which catalyst facilitates the given reaction. (1) Reactant: C([O:4][C@H:5]1[C@H:11]([O:12]C(=O)C)[C@@H:10]([O:16]C(=O)C)[C@:9]2([C:21]3[CH:26]=[CH:25][C:24]([Cl:27])=[C:23]([CH2:28][C:29]4[CH:34]=[CH:33][C:32]([C:35]#[N:36])=[CH:31][CH:30]=4)[CH:22]=3)[O:20][C@@:6]1([CH2:37][O:38]C(=O)C)[CH2:7][O:8]2)(=O)C.O.[OH-].[Li+]. Product: [Cl:27][C:24]1[CH:25]=[CH:26][C:21]([C@@:9]23[O:20][C@@:6]([CH2:37][OH:38])([CH2:7][O:8]2)[C@@H:5]([OH:4])[C@H:11]([OH:12])[C@H:10]3[OH:16])=[CH:22][C:23]=1[CH2:28][C:29]1[CH:30]=[CH:31][C:32]([C:35]#[N:36])=[CH:33][CH:34]=1. The catalyst class is: 87. (2) Reactant: [CH3:1][CH:2]([C:4](Br)([C:11]1[CH:16]=[CH:15][CH:14]=[CH:13][CH:12]=1)[C:5](=[O:10])[CH2:6][CH2:7][CH2:8][CH3:9])[CH3:3].[Cl-].[Li+].O. Product: [CH3:1][C:2](=[C:4]([C:11]1[CH:16]=[CH:15][CH:14]=[CH:13][CH:12]=1)[C:5](=[O:10])[CH2:6][CH2:7][CH2:8][CH3:9])[CH3:3]. The catalyst class is: 3. (3) Reactant: [CH3:1][O:2][C:3]1[N:8]=[CH:7][C:6]([NH:9][C:10]2[C:15]([C:16]3[N:21]=[C:20]([CH3:22])[N:19]=[C:18](SC)[N:17]=3)=[N:14][CH:13]=[CH:12][N:11]=2)=[CH:5][CH:4]=1.[NH3:25]. Product: [CH3:1][O:2][C:3]1[N:8]=[CH:7][C:6]([NH:9][C:10]2[C:15]([C:16]3[N:21]=[C:20]([CH3:22])[N:19]=[C:18]([NH2:25])[N:17]=3)=[N:14][CH:13]=[CH:12][N:11]=2)=[CH:5][CH:4]=1. The catalyst class is: 12.